From a dataset of Reaction yield outcomes from USPTO patents with 853,638 reactions. Predict the reaction yield, written as a fraction of the theoretical maximum amount of product (1.0 means a 100% yield; for example, 0.34 means a 34% yield). (1) The reactants are Br[CH2:2][CH:3]1[O:8][C:7]2=[CH:9][S:10][CH:11]=[C:6]2[O:5][CH2:4]1.[C:12]([O-:20])(=[O:19])[C:13]1[CH:18]=[CH:17][CH:16]=[CH:15][CH:14]=1.[NH4+].CS(C)=O. The catalyst is O. The product is [C:12]([O:20][CH2:2][CH:3]1[CH2:4][O:5][C:6]2=[CH:11][S:10][CH:9]=[C:7]2[O:8]1)(=[O:19])[C:13]1[CH:18]=[CH:17][CH:16]=[CH:15][CH:14]=1. The yield is 0.710. (2) The reactants are [Si:1]([O:8][CH:9]1[CH2:14][CH2:13][CH:12]([CH:15]([C:26]([O-:28])=[O:27])[C:16]([CH:21]2[CH2:25][CH2:24][CH2:23][CH2:22]2)([OH:20])[C:17]([O-:19])=[O:18])[CH2:11][CH2:10]1)([C:4]([CH3:7])([CH3:6])[CH3:5])([CH3:3])[CH3:2].[H][H]. The catalyst is C(O)C.[Pd].[C]. The product is [Si:1]([O:8][CH:9]1[CH2:14][CH2:13][CH:12]([CH:15]([C:26]([OH:28])=[O:27])[C:16]([CH:21]2[CH2:25][CH2:24][CH2:23][CH2:22]2)([OH:20])[C:17]([OH:19])=[O:18])[CH2:11][CH2:10]1)([C:4]([CH3:6])([CH3:7])[CH3:5])([CH3:3])[CH3:2]. The yield is 0.830. (3) The reactants are Br[CH2:2][CH:3]1[O:8][C:7]2=[CH:9][S:10][CH:11]=[C:6]2[O:5][CH2:4]1.[C:12]([O-:20])(=[O:19])[C:13]1[CH:18]=[CH:17][CH:16]=[CH:15][CH:14]=1.[NH4+].CS(C)=O. The catalyst is O. The product is [C:12]([O:20][CH2:2][CH:3]1[CH2:4][O:5][C:6]2=[CH:11][S:10][CH:9]=[C:7]2[O:8]1)(=[O:19])[C:13]1[CH:18]=[CH:17][CH:16]=[CH:15][CH:14]=1. The yield is 0.710.